This data is from Reaction yield outcomes from USPTO patents with 853,638 reactions. The task is: Predict the reaction yield, written as a fraction of the theoretical maximum amount of product (1.0 means a 100% yield; for example, 0.34 means a 34% yield). The reactants are [CH3:1][C:2]1[N:11]=[C:10]([N:12]([C:14]2[CH:19]=[CH:18][C:17]([N:20](C)[C:21](=O)C)=[CH:16][CH:15]=2)[CH3:13])[C:9]2[C:4](=[CH:5][CH:6]=[CH:7][CH:8]=2)[N:3]=1.C(OCC)(=O)C. The catalyst is CO.[OH-].[Na+]. The product is [CH3:1][C:2]1[N:11]=[C:10]([N:12]([C:14]2[CH:15]=[CH:16][C:17]([NH:20][CH3:21])=[CH:18][CH:19]=2)[CH3:13])[C:9]2[C:4](=[CH:5][CH:6]=[CH:7][CH:8]=2)[N:3]=1. The yield is 0.310.